From a dataset of Full USPTO retrosynthesis dataset with 1.9M reactions from patents (1976-2016). Predict the reactants needed to synthesize the given product. (1) Given the product [OH:18][CH2:19][C:20]1[CH:21]=[C:22]([C:25]([O:27][CH3:29])=[O:26])[S:23][CH:24]=1, predict the reactants needed to synthesize it. The reactants are: [Si]([O:18][CH2:19][C:20]1[CH:21]=[C:22]([C:25]([OH:27])=[O:26])[S:23][CH:24]=1)(C(C)(C)C)(C1C=CC=CC=1)C1C=CC=CC=1.Cl.[CH3:29]O. (2) Given the product [C:33]([O:32][C:31]([NH:30][CH2:29][CH2:28][N:27]1[CH2:26][CH2:25][N:24]([CH2:23][C@@H:19]2[C@H:18]([NH:17][C:15](=[O:16])/[C:14](=[N:38]\[O:39][C:40]([CH3:49])([CH3:48])[C:41]([O:43][C:44]([CH3:47])([CH3:46])[CH3:45])=[O:42])/[C:12]3[N:13]=[C:9]([NH:8][C:6]([O:5][C:1]([CH3:2])([CH3:3])[CH3:4])=[O:7])[S:10][CH:11]=3)[C:21](=[O:22])[NH:20]2)[C:55]1=[O:56])=[O:37])([CH3:35])([CH3:36])[CH3:34], predict the reactants needed to synthesize it. The reactants are: [C:1]([O:5][C:6]([NH:8][C:9]1[S:10][CH:11]=[C:12](/[C:14](=[N:38]/[O:39][C:40]([CH3:49])([CH3:48])[C:41]([O:43][C:44]([CH3:47])([CH3:46])[CH3:45])=[O:42])/[C:15]([NH:17][C@@H:18]2[C:21](=[O:22])[NH:20][C@@H:19]2[CH2:23][NH:24][CH2:25][CH2:26][NH:27][CH2:28][CH2:29][NH:30][C:31](=[O:37])[O:32][C:33]([CH3:36])([CH3:35])[CH3:34])=[O:16])[N:13]=1)=[O:7])([CH3:4])([CH3:3])[CH3:2].C1N=CN([C:55](N2C=NC=C2)=[O:56])C=1. (3) Given the product [CH3:1][CH:2]([CH3:21])[CH2:3][CH2:4][NH:5][C:6]([C:8]1[S:9][CH:10]=[CH:11][C:12]=1[C:13]1[CH:18]=[CH:17][CH:16]=[CH:15][C:14]=1[CH2:19][NH:20][C:37](=[O:38])[O:36][CH2:29][C:30]1[CH:35]=[CH:34][CH:33]=[CH:32][CH:31]=1)=[O:7], predict the reactants needed to synthesize it. The reactants are: [CH3:1][CH:2]([CH3:21])[CH2:3][CH2:4][NH:5][C:6]([C:8]1[S:9][CH:10]=[CH:11][C:12]=1[C:13]1[CH:18]=[CH:17][CH:16]=[CH:15][C:14]=1[CH2:19][NH2:20])=[O:7].C(N(CC)CC)C.[CH2:29]([O:36][C:37](OC1CC(=O)NC1=O)=[O:38])[C:30]1[CH:35]=[CH:34][CH:33]=[CH:32][CH:31]=1. (4) Given the product [N:1]1[CH:6]=[CH:5][CH:4]=[CH:3][C:2]=1[NH:7][C:13](=[O:14])[O:12][C:9]([CH3:11])([CH3:10])[CH3:8], predict the reactants needed to synthesize it. The reactants are: [N:1]1[CH:6]=[CH:5][CH:4]=[CH:3][C:2]=1[NH2:7].[CH3:8][C:9]([O:12][C:13](O[C:13]([O:12][C:9]([CH3:11])([CH3:10])[CH3:8])=[O:14])=[O:14])([CH3:11])[CH3:10]. (5) Given the product [F:14][C:15]1[CH:41]=[C:40]([F:42])[CH:39]=[CH:38][C:16]=1[O:17][CH:18]1[CH2:19][CH2:20][N:21]([C:24]2[N:29]=[C:28]3[CH2:30][N:31]([C:3]([N:2]([CH3:6])[CH3:1])=[O:4])[CH2:32][CH2:33][C:27]3=[N:26][C:25]=2[NH:34][CH:35]([CH3:37])[CH3:36])[CH2:22][CH2:23]1.[C:8]([OH:9])([C:10]([F:13])([F:12])[F:11])=[O:7], predict the reactants needed to synthesize it. The reactants are: [CH3:1][N:2]([CH3:6])[C:3](Cl)=[O:4].[OH:7][C:8]([C:10]([F:13])([F:12])[F:11])=[O:9].[F:14][C:15]1[CH:41]=[C:40]([F:42])[CH:39]=[CH:38][C:16]=1[O:17][CH:18]1[CH2:23][CH2:22][N:21]([C:24]2[N:29]=[C:28]3[CH2:30][NH:31][CH2:32][CH2:33][C:27]3=[N:26][C:25]=2[NH:34][CH:35]([CH3:37])[CH3:36])[CH2:20][CH2:19]1.C(N(CC)CC)C.